Dataset: Full USPTO retrosynthesis dataset with 1.9M reactions from patents (1976-2016). Task: Predict the reactants needed to synthesize the given product. (1) Given the product [NH2:1][C:2]1[N:3]=[C:4]([N:18]2[CH2:23][CH2:22][N:21]([C:41](=[O:42])[CH2:40][O:33][C:34]3[CH:39]=[CH:38][CH:37]=[CH:36][CH:35]=3)[CH2:20][CH2:19]2)[C:5]2[N:10]=[C:9]([C:11]3[CH:12]=[CH:13][C:14]([F:17])=[CH:15][CH:16]=3)[S:8][C:6]=2[N:7]=1, predict the reactants needed to synthesize it. The reactants are: [NH2:1][C:2]1[N:3]=[C:4]([N:18]2[CH2:23][CH2:22][NH:21][CH2:20][CH2:19]2)[C:5]2[N:10]=[C:9]([C:11]3[CH:16]=[CH:15][C:14]([F:17])=[CH:13][CH:12]=3)[S:8][C:6]=2[N:7]=1.C(N(C(C)C)CC)(C)C.[O:33]([CH2:40][C:41](Cl)=[O:42])[C:34]1[CH:39]=[CH:38][CH:37]=[CH:36][CH:35]=1. (2) Given the product [C:14]1([S:24]([NH:3][CH2:4][C:5]2[CH:6]=[CH:7][C:8]([C:9]([OH:11])=[O:10])=[CH:12][CH:13]=2)(=[O:26])=[O:25])[C:23]2[C:18](=[CH:19][CH:20]=[CH:21][CH:22]=2)[CH:17]=[CH:16][CH:15]=1, predict the reactants needed to synthesize it. The reactants are: [OH-].[Na+].[NH2:3][CH2:4][C:5]1[CH:13]=[CH:12][C:8]([C:9]([OH:11])=[O:10])=[CH:7][CH:6]=1.[C:14]1([S:24](Cl)(=[O:26])=[O:25])[C:23]2[C:18](=[CH:19][CH:20]=[CH:21][CH:22]=2)[CH:17]=[CH:16][CH:15]=1.C(O)(=O)CC(CC(O)=O)(C(O)=O)O. (3) Given the product [Cl:1][C:2]1[CH:3]=[C:4]([CH:20]=[CH:21][CH:22]=1)[CH2:5][NH:6][C:7]([C:9]1[CH:10]=[C:11]([O:18][CH3:19])[C:12]2[C:16]([CH:17]=1)=[N:15][N:14]([CH2:31][CH2:30][N:27]1[C:28]([CH3:29])=[C:24]([Cl:23])[C:25]([CH3:33])=[N:26]1)[CH:13]=2)=[O:8], predict the reactants needed to synthesize it. The reactants are: [Cl:1][C:2]1[CH:3]=[C:4]([CH:20]=[CH:21][CH:22]=1)[CH2:5][NH:6][C:7]([C:9]1[CH:17]=[C:16]2[C:12]([CH:13]=[N:14][NH:15]2)=[C:11]([O:18][CH3:19])[CH:10]=1)=[O:8].[Cl:23][C:24]1[C:25]([CH3:33])=[N:26][N:27]([CH2:30][CH2:31]Cl)[C:28]=1[CH3:29].COC1C=CC=C2C=1C=NN2. (4) The reactants are: CN(C)C=O.[NH2:6][C:7](=[S:27])[NH:8][C:9]([C:11]1[N:12]([CH2:22][C:23]([O:25][CH3:26])=[O:24])[C:13]2[C:18]([CH:19]=1)=[CH:17][C:16]([O:20][CH3:21])=[CH:15][CH:14]=2)=[O:10].Br[CH:29]([CH2:43][CH2:44][CH:45]1[CH2:50][CH2:49][CH2:48][CH2:47][CH2:46]1)[C:30]([C:32]1[CH:37]=[C:36]([O:38][CH3:39])[C:35]([CH3:40])=[CH:34][C:33]=1[O:41][CH3:42])=O.C(N(CC)CC)C. Given the product [CH3:26][O:25][C:23](=[O:24])[CH2:22][N:12]1[C:13]2[C:18](=[CH:17][C:16]([O:20][CH3:21])=[CH:15][CH:14]=2)[CH:19]=[C:11]1[C:9]([NH:8][C:7]1[S:27][C:29]([CH2:43][CH2:44][CH:45]2[CH2:50][CH2:49][CH2:48][CH2:47][CH2:46]2)=[C:30]([C:32]2[CH:37]=[C:36]([O:38][CH3:39])[C:35]([CH3:40])=[CH:34][C:33]=2[O:41][CH3:42])[N:6]=1)=[O:10], predict the reactants needed to synthesize it. (5) Given the product [C:33]1([CH2:32][O:31][C:29]2[CH:28]=[C:25]([C:26]3[S:4][C:3]([NH:5][C:6]4[CH:7]=[C:8]([CH:12]=[CH:13][CH:14]=4)[C:9]([OH:11])=[O:10])=[N:1][N:2]=3)[CH:24]=[C:23]([O:22][CH2:15][C:16]3[CH:21]=[CH:20][CH:19]=[CH:18][CH:17]=3)[CH:30]=2)[CH:34]=[CH:35][CH:36]=[CH:37][CH:38]=1, predict the reactants needed to synthesize it. The reactants are: [NH:1]([C:3]([NH:5][C:6]1[CH:7]=[C:8]([CH:12]=[CH:13][CH:14]=1)[C:9]([OH:11])=[O:10])=[S:4])[NH2:2].[CH2:15]([O:22][C:23]1[CH:24]=[C:25]([CH:28]=[C:29]([O:31][CH2:32][C:33]2[CH:38]=[CH:37][CH:36]=[CH:35][CH:34]=2)[CH:30]=1)[CH:26]=O)[C:16]1[CH:21]=[CH:20][CH:19]=[CH:18][CH:17]=1. (6) Given the product [N:1]1([C:7]2[CH:12]=[CH:11][C:10]([NH:13][C:14]([C:16]3[CH:25]=[C:24]([O:26][CH2:27][O:28][CH2:29][CH2:30][Si:31]([CH3:34])([CH3:33])[CH3:32])[C:23]4[C:18](=[C:19]([N:55]5[CH2:56][CH2:57][CH2:58][N:52]([CH3:51])[CH2:53][CH2:54]5)[CH:20]=[C:21]([O:35][CH3:36])[CH:22]=4)[N:17]=3)=[O:15])=[CH:9][CH:8]=2)[CH2:6][CH2:5][O:4][CH2:3][CH2:2]1, predict the reactants needed to synthesize it. The reactants are: [N:1]1([C:7]2[CH:12]=[CH:11][C:10]([NH:13][C:14]([C:16]3[CH:25]=[C:24]([O:26][CH2:27][O:28][CH2:29][CH2:30][Si:31]([CH3:34])([CH3:33])[CH3:32])[C:23]4[C:18](=[C:19](Br)[CH:20]=[C:21]([O:35][CH3:36])[CH:22]=4)[N:17]=3)=[O:15])=[CH:9][CH:8]=2)[CH2:6][CH2:5][O:4][CH2:3][CH2:2]1.N1(C2C=CC([NH-])=CC=2)CCOCC1.[CH3:51][N:52]1[CH2:58][CH2:57][CH2:56][NH:55][CH2:54][CH2:53]1.C1C=CC(P(C2C(C3C(P(C4C=CC=CC=4)C4C=CC=CC=4)=CC=C4C=3C=CC=C4)=C3C(C=CC=C3)=CC=2)C2C=CC=CC=2)=CC=1.C(=O)([O-])[O-].[Cs+].[Cs+]. (7) Given the product [Cl-:20].[CH3:22][O:17][C:15]([C:14]1[CH:18]=[CH:19][C:11]([C@@H:9]([NH3+:8])[CH3:10])=[CH:12][CH:13]=1)=[O:16], predict the reactants needed to synthesize it. The reactants are: C(OC([NH:8][C@H:9]([C:11]1[CH:19]=[CH:18][C:14]([C:15]([OH:17])=[O:16])=[CH:13][CH:12]=1)[CH3:10])=O)(C)(C)C.[Cl:20][Si](C)(C)[CH3:22].